The task is: Predict the reactants needed to synthesize the given product.. This data is from Full USPTO retrosynthesis dataset with 1.9M reactions from patents (1976-2016). (1) Given the product [NH:1]1[C:9]2[C:4](=[CH:5][CH:6]=[C:7]([O:10][CH2:11][CH2:12][OH:13])[CH:8]=2)[CH:3]=[CH:2]1, predict the reactants needed to synthesize it. The reactants are: [NH:1]1[C:9]2[C:4](=[CH:5][CH:6]=[C:7]([O:10][CH2:11][C:12](OCC)=[O:13])[CH:8]=2)[CH:3]=[CH:2]1.[C@H](O)(C([O-])=O)[C@@H](O)C([O-])=O.[Na+].[K+]. (2) Given the product [Cl:8][C:5]1[N:4]([CH2:21][C:22]2[CH:29]=[CH:28][CH:27]=[CH:26][C:23]=2[C:24]#[N:25])[C:3](=[O:9])[C:2]([F:1])=[CH:7][N:6]=1, predict the reactants needed to synthesize it. The reactants are: [F:1][C:2]1[C:3](=[O:9])[NH:4][C:5]([Cl:8])=[N:6][CH:7]=1.[I-].[Na+].CN(C)C(N(C)C)=N.Br[CH2:21][C:22]1[CH:29]=[CH:28][CH:27]=[CH:26][C:23]=1[C:24]#[N:25]. (3) Given the product [CH2:31]([O:30][C:14]1[CH:13]=[C:12]([CH:17]=[C:16]([O:18][CH2:19][CH2:20][CH2:21][CH2:22][CH2:23][CH2:24][CH2:25][CH2:26][CH2:27][CH2:28][CH3:29])[CH:15]=1)[CH2:11][OH:10])[CH2:32][CH2:33][CH2:34][CH2:35][CH2:36][CH2:37][CH2:38][CH2:39][CH2:40][CH3:41], predict the reactants needed to synthesize it. The reactants are: [H-].[H-].[H-].[H-].[Li+].[Al+3].N#N.C[O:10][C:11](=O)[C:12]1[CH:17]=[C:16]([O:18][CH2:19][CH2:20][CH2:21][CH2:22][CH2:23][CH2:24][CH2:25][CH2:26][CH2:27][CH2:28][CH3:29])[CH:15]=[C:14]([O:30][CH2:31][CH2:32][CH2:33][CH2:34][CH2:35][CH2:36][CH2:37][CH2:38][CH2:39][CH2:40][CH3:41])[CH:13]=1.O.